Dataset: Peptide-MHC class I binding affinity with 185,985 pairs from IEDB/IMGT. Task: Regression. Given a peptide amino acid sequence and an MHC pseudo amino acid sequence, predict their binding affinity value. This is MHC class I binding data. (1) The peptide sequence is FYLPNIVDY. The MHC is HLA-A11:01 with pseudo-sequence HLA-A11:01. The binding affinity (normalized) is 0.0847. (2) The peptide sequence is IEFIEVVRL. The MHC is HLA-B40:01 with pseudo-sequence HLA-B40:01. The binding affinity (normalized) is 0.664. (3) The peptide sequence is RQADILRQF. The MHC is HLA-B57:01 with pseudo-sequence HLA-B57:01. The binding affinity (normalized) is 0.573. (4) The peptide sequence is TYSAGIVQI. The MHC is HLA-B35:01 with pseudo-sequence HLA-B35:01. The binding affinity (normalized) is 0.0452. (5) The peptide sequence is YSDNEMLTH. The MHC is HLA-A02:11 with pseudo-sequence HLA-A02:11. The binding affinity (normalized) is 0.0847. (6) The peptide sequence is KFADDLNQM. The MHC is HLA-A26:01 with pseudo-sequence HLA-A26:01. The binding affinity (normalized) is 0.0113.